From a dataset of Full USPTO retrosynthesis dataset with 1.9M reactions from patents (1976-2016). Predict the reactants needed to synthesize the given product. (1) Given the product [CH3:6][O:7][C:8]([C:10]1([C:13]2[O:17][N:16]=[C:15]([C:18]3[CH:23]=[CH:22][C:21]([O:24][Si:31]([C:34]([CH3:37])([CH3:36])[CH3:35])([CH3:33])[CH3:32])=[CH:20][CH:19]=3)[C:14]=2[C:25]2[CH:30]=[CH:29][CH:28]=[CH:27][CH:26]=2)[CH2:11][CH2:12]1)=[O:9], predict the reactants needed to synthesize it. The reactants are: N1C=CN=C1.[CH3:6][O:7][C:8]([C:10]1([C:13]2[O:17][N:16]=[C:15]([C:18]3[CH:23]=[CH:22][C:21]([OH:24])=[CH:20][CH:19]=3)[C:14]=2[C:25]2[CH:30]=[CH:29][CH:28]=[CH:27][CH:26]=2)[CH2:12][CH2:11]1)=[O:9].[Si:31](Cl)([C:34]([CH3:37])([CH3:36])[CH3:35])([CH3:33])[CH3:32]. (2) The reactants are: P([O-])(O)(O)=O.[Na+].Cl([O-])=O.[Na+].[OH:11]O.[CH3:13][O:14][C:15]1[C:16]([CH3:44])=[C:17]([C:35]([O:42][CH3:43])=[C:36]([O:40][CH3:41])[C:37]=1[O:38][CH3:39])[CH2:18][C:19]1[CH:20]=[CH:21][C:22]([O:27][CH2:28][C:29]2[CH:34]=[CH:33][CH:32]=[CH:31][CH:30]=2)=[C:23]([CH:26]=1)[CH:24]=[O:25]. Given the product [CH3:13][O:14][C:15]1[C:16]([CH3:44])=[C:17]([C:35]([O:42][CH3:43])=[C:36]([O:40][CH3:41])[C:37]=1[O:38][CH3:39])[CH2:18][C:19]1[CH:20]=[CH:21][C:22]([O:27][CH2:28][C:29]2[CH:34]=[CH:33][CH:32]=[CH:31][CH:30]=2)=[C:23]([CH:26]=1)[C:24]([OH:11])=[O:25], predict the reactants needed to synthesize it. (3) Given the product [CH2:37]([O:41][C:42]1[CH:76]=[CH:75][C:45]([C:46]([NH:48][C:49]2[CH:54]=[CH:53][C:52]([C:55]3[CH:63]=[C:62]4[C:58]([CH2:59][N:60]([C@@H:65]([CH:70]([CH3:71])[CH3:72])[C:66]([OH:68])=[O:67])[C:61]4=[O:64])=[CH:57][CH:56]=3)=[C:51]([O:73][CH3:74])[CH:50]=2)=[O:47])=[CH:44][CH:43]=1)[CH2:38][CH2:39][CH3:40], predict the reactants needed to synthesize it. The reactants are: C(C1C=CC(C(NC2C=CC(C3C=C4C(CN([C@@H](C(C)C)C(O)=O)C4=O)=CC=3)=NC=2)=O)=CC=1)(C)(C)C.[CH2:37]([O:41][C:42]1[CH:76]=[CH:75][C:45]([C:46]([NH:48][C:49]2[CH:54]=[CH:53][C:52]([C:55]3[CH:63]=[C:62]4[C:58]([CH2:59][N:60]([C@@H:65]([CH:70]([CH3:72])[CH3:71])[C:66]([O:68]C)=[O:67])[C:61]4=[O:64])=[CH:57][CH:56]=3)=[C:51]([O:73][CH3:74])[CH:50]=2)=[O:47])=[CH:44][CH:43]=1)[CH2:38][CH2:39][CH3:40]. (4) Given the product [C@@:23]12([OH:22])[N:30]([CH3:31])[C@@H:27]([CH2:28][CH2:29]1)[CH2:26][CH:25]=[CH:24]2.[F:11][C:19]([C:33]1[CH:38]=[CH:37][C:36]([F:39])=[CH:35][CH:34]=1)([C:18]1[CH:40]=[CH:41][C:15]([F:14])=[CH:16][CH:17]=1)[C:20]([O-:22])=[O:21], predict the reactants needed to synthesize it. The reactants are: COCCS(F)(F)([F:11])(CCOC)N.[F:14][C:15]1[CH:41]=[CH:40][C:18]([C:19]([C:33]2[CH:38]=[CH:37][C:36]([F:39])=[CH:35][CH:34]=2)(O)[C:20]([O:22][C@@:23]23[N:30]([CH3:31])[C@@H:27]([CH2:28][CH2:29]2)[CH2:26][CH:25]=[CH:24]3)=[O:21])=[CH:17][CH:16]=1. (5) Given the product [OH-:1].[NH4+:11].[CH2:23]([NH:11][C:10]1[CH:9]=[CH:8][CH:14]=[CH:13][CH:12]=1)[C:22]1[CH:25]=[CH:26][CH:27]=[CH:20][CH:21]=1, predict the reactants needed to synthesize it. The reactants are: [O:1]([C:8]1[CH:9]=[C:10]([CH:12]=[CH:13][CH:14]=1)[NH2:11])C1C=CC=CC=1.[H-].[Na+].FC(F)(F)O[C:20]1[CH:21]=[C:22]([CH:25]=[CH:26][CH:27]=1)[CH2:23]Br. (6) Given the product [CH3:23][C:13]1[S:14][C:15]([C:16]2[CH:17]=[C:18]([CH3:22])[CH:19]=[CH:20][CH:21]=2)=[C:11]([C:9]([N:8]2[CH2:7][C@@H:6]3[C@@H:4]([CH2:5]3)[C@H:3]2[CH2:2][NH:1][C:33]([C:26]2[CH:25]=[N:24][N:28]3[CH:29]=[CH:30][CH:31]=[CH:32][C:27]=23)=[O:34])=[O:10])[N:12]=1, predict the reactants needed to synthesize it. The reactants are: [NH2:1][CH2:2][C@H:3]1[N:8]([C:9]([C:11]2[N:12]=[C:13]([CH3:23])[S:14][C:15]=2[C:16]2[CH:17]=[C:18]([CH3:22])[CH:19]=[CH:20][CH:21]=2)=[O:10])[CH2:7][C@@H:6]2[C@H:4]1[CH2:5]2.[N:24]1[N:28]2[CH:29]=[CH:30][CH:31]=[CH:32][C:27]2=[C:26]([C:33](O)=[O:34])[CH:25]=1. (7) Given the product [Cl:16][C:1]([C:3]1[C:4](=[O:14])[NH:5][C:6]([CH3:13])=[N:7][C:8]=1[C:9]([F:12])([F:11])[F:10])=[CH2:2], predict the reactants needed to synthesize it. The reactants are: [C:1]([C:3]1[C:4]([O:14]C)=[N:5][C:6]([CH3:13])=[N:7][C:8]=1[C:9]([F:12])([F:11])[F:10])#[CH:2].[ClH:16].